Predict which catalyst facilitates the given reaction. From a dataset of Catalyst prediction with 721,799 reactions and 888 catalyst types from USPTO. (1) Reactant: [Cl-].[CH2:2]([N:6]1[CH2:11][CH2:10][N:9]([CH:12]([C:17]2[CH:22]=[CH:21][CH:20]=[CH:19][CH:18]=2)[C:13]([NH:15][NH3+:16])=[O:14])[C:8](=[O:23])[C:7]1=[O:24])[CH2:3][CH2:4][CH3:5].[C:25]([O:29][C:30]([N:32]1[CH2:37][CH2:36][CH2:35][CH:34]([C:38]2[CH:43]=[CH:42][CH:41]=[CH:40][CH:39]=2)[CH:33]1[C:44](O)=[O:45])=[O:31])([CH3:28])([CH3:27])[CH3:26].ON1C2C=CC=CC=2N=N1.C(N(C(C)C)CC)(C)C. Product: [CH2:2]([N:6]1[CH2:11][CH2:10][N:9]([CH:12]([C:17]2[CH:18]=[CH:19][CH:20]=[CH:21][CH:22]=2)[C:13]([NH:15][NH:16][C:44]([CH:33]2[CH:34]([C:38]3[CH:43]=[CH:42][CH:41]=[CH:40][CH:39]=3)[CH2:35][CH2:36][CH2:37][N:32]2[C:30]([O:29][C:25]([CH3:28])([CH3:27])[CH3:26])=[O:31])=[O:45])=[O:14])[C:8](=[O:23])[C:7]1=[O:24])[CH2:3][CH2:4][CH3:5]. The catalyst class is: 26. (2) Reactant: Br[C:2]1[N:6]([S:7]([C:10]2[CH:11]=[N:12][CH:13]=[CH:14][CH:15]=2)(=[O:9])=[O:8])[CH:5]=[C:4]([CH2:16][N:17]([CH3:25])[C:18](=[O:24])[O:19][C:20]([CH3:23])([CH3:22])[CH3:21])[CH:3]=1.[CH3:26][C:27]1[CH:32]=[CH:31][CH:30]=[CH:29][C:28]=1B(O)O.C(=O)([O-])[O-].[Na+].[Na+]. Product: [CH3:25][N:17]([CH2:16][C:4]1[CH:3]=[C:2]([C:28]2[CH:29]=[CH:30][CH:31]=[CH:32][C:27]=2[CH3:26])[N:6]([S:7]([C:10]2[CH:11]=[N:12][CH:13]=[CH:14][CH:15]=2)(=[O:9])=[O:8])[CH:5]=1)[C:18](=[O:24])[O:19][C:20]([CH3:23])([CH3:22])[CH3:21]. The catalyst class is: 108. (3) Reactant: C([N:8]1[CH2:13][CH2:12][CH:11]([NH:14][C:15](=[O:21])[O:16][C:17]([CH3:20])([CH3:19])[CH3:18])[CH:10]([OH:22])[CH2:9]1)C1C=CC=CC=1.[H][H]. Product: [OH:22][CH:10]1[CH:11]([NH:14][C:15](=[O:21])[O:16][C:17]([CH3:19])([CH3:18])[CH3:20])[CH2:12][CH2:13][NH:8][CH2:9]1. The catalyst class is: 63.